Dataset: Forward reaction prediction with 1.9M reactions from USPTO patents (1976-2016). Task: Predict the product of the given reaction. (1) Given the reactants Br[C:2]1[S:3][C:4]2[C:10]([C:11]3[CH:16]=[CH:15][C:14]([Cl:17])=[CH:13][CH:12]=3)=[C:9]([C@H:18]([O:24][C:25]([CH3:28])([CH3:27])[CH3:26])[C:19]([O:21][CH2:22][CH3:23])=[O:20])[C:8]([CH3:29])=[CH:7][C:5]=2[N:6]=1.[CH3:30][N:31]1[C:35]2[CH:36]=[C:37](B(O)O)[CH:38]=[CH:39][C:34]=2[N:33]=[CH:32]1.C([O-])([O-])=O.[K+].[K+], predict the reaction product. The product is: [C:25]([O:24][C@@H:18]([C:9]1[C:8]([CH3:29])=[CH:7][C:5]2[N:6]=[C:2]([C:37]3[CH:38]=[CH:39][C:34]4[N:33]=[CH:32][N:31]([CH3:30])[C:35]=4[CH:36]=3)[S:3][C:4]=2[C:10]=1[C:11]1[CH:16]=[CH:15][C:14]([Cl:17])=[CH:13][CH:12]=1)[C:19]([O:21][CH2:22][CH3:23])=[O:20])([CH3:28])([CH3:27])[CH3:26]. (2) Given the reactants Br[C:2]1[CH:3]=[C:4]2[C:9](=[CH:10][CH:11]=1)[N:8]=[CH:7][C:6]([C:12]([CH:14]1[CH2:16][CH2:15]1)=[O:13])=[C:5]2[NH:17][CH:18]1[CH2:23][CH2:22][N:21]([CH3:24])[CH2:20][CH2:19]1.[CH3:25][O:26][C:27]1[CH:32]=[C:31](B2OC(C)(C)C(C)(C)O2)[CH:30]=[CH:29][C:28]=1[OH:42], predict the reaction product. The product is: [CH:14]1([C:12]([C:6]2[CH:7]=[N:8][C:9]3[C:4]([C:5]=2[NH:17][CH:18]2[CH2:19][CH2:20][N:21]([CH3:24])[CH2:22][CH2:23]2)=[CH:3][C:2]([C:31]2[CH:30]=[CH:29][C:28]([OH:42])=[C:27]([O:26][CH3:25])[CH:32]=2)=[CH:11][CH:10]=3)=[O:13])[CH2:15][CH2:16]1.